From a dataset of Catalyst prediction with 721,799 reactions and 888 catalyst types from USPTO. Predict which catalyst facilitates the given reaction. (1) The catalyst class is: 18. Product: [C:50]([C:49]([NH:48][C:8](=[O:10])[C:7]1[CH:6]=[CH:5][C:4]([O:3][C:2]([F:1])([F:14])[F:13])=[CH:12][CH:11]=1)([CH3:68])[CH2:52][O:53][C:54]1[C:55]([C:64]([F:66])([F:67])[F:65])=[CH:56][C:57]2[CH2:61][O:60][B:59]([OH:62])[C:58]=2[CH:63]=1)#[N:51]. Reactant: [F:1][C:2]([F:14])([F:13])[O:3][C:4]1[CH:12]=[CH:11][C:7]([C:8]([OH:10])=O)=[CH:6][CH:5]=1.CCN(C(C)C)C(C)C.CN(C(ON1N=NC2C=CC=NC1=2)=[N+](C)C)C.F[P-](F)(F)(F)(F)F.[NH2:48][C:49]([CH3:68])([CH2:52][O:53][C:54]1[C:55]([C:64]([F:67])([F:66])[F:65])=[CH:56][C:57]2[CH2:61][O:60][B:59]([OH:62])[C:58]=2[CH:63]=1)[C:50]#[N:51]. (2) Reactant: C([O:3][C:4](=[O:34])[CH:5]=[C:6]([C:8]1[O:12][C:11]2[C:13]([C:17]3[CH:22]=[C:21]([CH:23]([CH3:25])[CH3:24])[CH:20]=[C:19]([CH:26]([CH3:28])[CH3:27])[C:18]=3[O:29][CH2:30][CH:31]([F:33])[F:32])=[CH:14][CH:15]=[CH:16][C:10]=2[CH:9]=1)[CH3:7])C.C1COCC1.[Li+].[OH-]. Product: [F:33][CH:31]([F:32])[CH2:30][O:29][C:18]1[C:19]([CH:26]([CH3:28])[CH3:27])=[CH:20][C:21]([CH:23]([CH3:25])[CH3:24])=[CH:22][C:17]=1[C:13]1[C:11]2[O:12][C:8]([C:6]([CH3:7])=[CH:5][C:4]([OH:34])=[O:3])=[CH:9][C:10]=2[CH:16]=[CH:15][CH:14]=1. The catalyst class is: 5. (3) Reactant: [C@H:1]1([CH2:9][OH:10])[CH2:6][CH2:5][C@H:4]([CH2:7][OH:8])[CH2:3][CH2:2]1.CN1CCOCC1.P(Cl)(Cl)(=O)OCCCCCC. Product: [CH2:3]1[CH:4]([CH2:7][OH:8])[CH2:5][CH2:6][CH:1]([CH2:9][OH:10])[CH2:2]1. The catalyst class is: 2. (4) Reactant: O(CCSCC1C=CC(C2C=CC=C(C(O)=O)C=2)=CC=1)C1C=CC=CC=1.C([O:29][C:30]([C:32]1[CH:37]=[CH:36][C:35]([C:38]2[CH:43]=[CH:42][C:41]([CH2:44][S:45][CH2:46][CH2:47][O:48][C:49]3[CH:54]=[CH:53][CH:52]=[CH:51][CH:50]=3)=[CH:40][CH:39]=2)=[CH:34][CH:33]=1)=[O:31])C.[OH-].[Li+]. Product: [O:48]([CH2:47][CH2:46][S:45][CH2:44][C:41]1[CH:42]=[CH:43][C:38]([C:35]2[CH:34]=[CH:33][C:32]([C:30]([OH:31])=[O:29])=[CH:37][CH:36]=2)=[CH:39][CH:40]=1)[C:49]1[CH:50]=[CH:51][CH:52]=[CH:53][CH:54]=1. The catalyst class is: 1. (5) Reactant: C(N1C=CN=C1)(N1C=CN=C1)=O.[CH2:13]([O:15][CH2:16][C:17]([OH:19])=O)[CH3:14].[CH2:20]([NH:22][CH2:23][C:24]1[CH:29]=[CH:28][CH:27]=[CH:26][CH:25]=1)[CH3:21]. Product: [CH2:20]([N:22]([CH2:23][C:24]1[CH:29]=[CH:28][CH:27]=[CH:26][CH:25]=1)[C:17](=[O:19])[CH2:16][O:15][CH2:13][CH3:14])[CH3:21]. The catalyst class is: 2. (6) The catalyst class is: 7. Product: [CH2:1]([O:8][CH2:9][C@@H:10]([OH:14])[CH2:11][C:12]#[N:13])[C:2]1[CH:7]=[CH:6][CH:5]=[CH:4][CH:3]=1. Reactant: [CH2:1]([O:8][CH2:9][C@@H:10]([O:14][Si](C)(C)C)[CH2:11][C:12]#[N:13])[C:2]1[CH:7]=[CH:6][CH:5]=[CH:4][CH:3]=1. (7) Reactant: [Br:1][CH2:2][CH2:3][C:4]([O:6][CH2:7][CH3:8])=[O:5].[C:9]1([P:15]([C:22]2[CH:27]=[CH:26][CH:25]=[CH:24][CH:23]=2)[C:16]2[CH:21]=[CH:20][CH:19]=[CH:18][CH:17]=2)[CH:14]=[CH:13][CH:12]=[CH:11][CH:10]=1. Product: [Br-:1].[CH2:7]([O:6][C:4]([CH2:3][CH2:2][P+:15]([C:16]1[CH:17]=[CH:18][CH:19]=[CH:20][CH:21]=1)([C:22]1[CH:27]=[CH:26][CH:25]=[CH:24][CH:23]=1)[C:9]1[CH:10]=[CH:11][CH:12]=[CH:13][CH:14]=1)=[O:5])[CH3:8]. The catalyst class is: 11.